Dataset: Peptide-MHC class II binding affinity with 134,281 pairs from IEDB. Task: Regression. Given a peptide amino acid sequence and an MHC pseudo amino acid sequence, predict their binding affinity value. This is MHC class II binding data. (1) The peptide sequence is YDKFLANVSTFLTGK. The MHC is DRB1_0401 with pseudo-sequence DRB1_0401. The binding affinity (normalized) is 0.537. (2) The peptide sequence is ATFEAMYLGTCKTLT. The MHC is DRB5_0101 with pseudo-sequence DRB5_0101. The binding affinity (normalized) is 0.572. (3) The peptide sequence is DKISDVSTIVPYIGPALNIV. The MHC is HLA-DQA10301-DQB10302 with pseudo-sequence HLA-DQA10301-DQB10302. The binding affinity (normalized) is 0.451.